Dataset: Catalyst prediction with 721,799 reactions and 888 catalyst types from USPTO. Task: Predict which catalyst facilitates the given reaction. (1) Reactant: [F:1][C:2]1[CH:7]=[CH:6][C:5]([C:8]2[S:12][CH:11]([C:13]3[C:14]([O:24][CH3:25])=[C:15]([CH:21]=[CH:22][CH:23]=3)[O:16][CH2:17][C:18](O)=[O:19])[N:10]([C:26](=[O:36])[C:27]3[C:32]([F:33])=[CH:31][C:30]([F:34])=[CH:29][C:28]=3[F:35])[N:9]=2)=[CH:4][CH:3]=1.CCN(C(C)C)C(C)C.CN(C(ON1N=[N:61][C:56]2[CH:57]=[CH:58][CH:59]=NC1=2)=[N+](C)C)C.F[P-](F)(F)(F)(F)F.C1(NC)CC1. The catalyst class is: 3. Product: [CH:57]1([CH2:56][NH:61][C:18](=[O:19])[CH2:17][O:16][C:15]2[CH:21]=[CH:22][CH:23]=[C:13]([CH:11]3[N:10]([C:26](=[O:36])[C:27]4[C:32]([F:33])=[CH:31][C:30]([F:34])=[CH:29][C:28]=4[F:35])[N:9]=[C:8]([C:5]4[CH:6]=[CH:7][C:2]([F:1])=[CH:3][CH:4]=4)[S:12]3)[C:14]=2[O:24][CH3:25])[CH2:59][CH2:58]1. (2) Reactant: [Cl:1][C:2]1[CH:7]=[CH:6][CH:5]=[CH:4][C:3]=1[CH:8]([O:10][C:11](=[O:34])[NH:12][C:13]1[C:14]([CH3:33])=[N:15][O:16][C:17]=1[C:18]1[CH:23]=[CH:22][C:21](B2OC(C)(C)C(C)(C)O2)=[CH:20][CH:19]=1)[CH3:9].[CH2:35]([O:37][C:38](=[O:49])[C:39]([C:42]1[CH:47]=[CH:46][C:45](Br)=[CH:44][CH:43]=1)([CH3:41])[CH3:40])[CH3:36]. Product: [CH2:35]([O:37][C:38](=[O:49])[C:39]([C:42]1[CH:47]=[CH:46][C:45]([C:21]2[CH:22]=[CH:23][C:18]([C:17]3[O:16][N:15]=[C:14]([CH3:33])[C:13]=3[NH:12][C:11]([O:10][CH:8]([C:3]3[CH:4]=[CH:5][CH:6]=[CH:7][C:2]=3[Cl:1])[CH3:9])=[O:34])=[CH:19][CH:20]=2)=[CH:44][CH:43]=1)([CH3:41])[CH3:40])[CH3:36]. The catalyst class is: 235.